From a dataset of Reaction yield outcomes from USPTO patents with 853,638 reactions. Predict the reaction yield, written as a fraction of the theoretical maximum amount of product (1.0 means a 100% yield; for example, 0.34 means a 34% yield). (1) The reactants are [Cl-].[C:2]([C:4]1[C:16]([N+:17]([O-:19])=[O:18])=[CH:15][CH:14]=[CH:13][C:5]=1[O:6][CH2:7][C@H:8]1[CH2:12][CH2:11][CH2:10][NH2+:9]1)#[N:3].[C:20](Cl)(=[O:22])[CH3:21]. No catalyst specified. The product is [C:20]([N:9]1[CH2:10][CH2:11][CH2:12][C@@H:8]1[CH2:7][O:6][C:5]1[CH:13]=[CH:14][CH:15]=[C:16]([N+:17]([O-:19])=[O:18])[C:4]=1[C:2]#[N:3])(=[O:22])[CH3:21]. The yield is 1.00. (2) The reactants are C[O:2][C:3](=[O:36])[CH:4]([CH2:24][CH:25]=[CH:26][CH2:27][P:28]([O:33][CH2:34][CH3:35])([O:30][CH2:31][CH3:32])=[O:29])[CH2:5][C:6]([CH3:23])=[CH:7][CH2:8][C:9]1[C:10]([OH:22])=[C:11]2[C:15](=[C:16]([CH3:20])[C:17]=1[O:18][CH3:19])[CH2:14][O:13][C:12]2=[O:21].[OH-].[Li+]. The catalyst is C1COCC1.O. The product is [CH2:31]([O:30][P:28]([CH2:27][CH:26]=[CH:25][CH2:24][CH:4]([CH2:5][C:6]([CH3:23])=[CH:7][CH2:8][C:9]1[C:10]([OH:22])=[C:11]2[C:15](=[C:16]([CH3:20])[C:17]=1[O:18][CH3:19])[CH2:14][O:13][C:12]2=[O:21])[C:3]([OH:36])=[O:2])([O:33][CH2:34][CH3:35])=[O:29])[CH3:32]. The yield is 1.00. (3) The reactants are C([O-])([O-])=O.[Cs+].[Cs+].C(O[C:10]([C:12]1[CH:20]=[C:19]([OH:21])[C:15]2[CH:16]=[CH:17][O:18][C:14]=2[CH:13]=1)=[O:11])C.F[C:23]1[CH:28]=[CH:27][C:26]([S:29]([CH3:32])(=[O:31])=[O:30])=[CH:25][CH:24]=1.[CH3:33][N:34]1[CH:38]=[CH:37][C:36]([NH2:39])=[N:35]1.CN(C(ON1N=NC2C=CC=NC1=2)=[N+](C)C)C.F[P-](F)(F)(F)(F)F. The catalyst is CN(C=O)C. The product is [CH3:32][S:29]([C:26]1[CH:27]=[CH:28][C:23]([O:21][C:19]2[C:15]3[CH:16]=[CH:17][O:18][C:14]=3[CH:13]=[C:12]([C:10]([NH:39][C:36]3[CH:37]=[CH:38][N:34]([CH3:33])[N:35]=3)=[O:11])[CH:20]=2)=[CH:24][CH:25]=1)(=[O:31])=[O:30]. The yield is 0.210. (4) The reactants are [OH:1][C@@H:2]([C@H:4]1[C:10](=[O:11])[N:9]2[C@@H:5]1[CH2:6][C:7]([C:15]1[CH:20]=[CH:19][C:18]([O:21][CH3:22])=[CH:17][CH:16]=1)=[C:8]2[C:12]([O-:14])=[O:13])[CH3:3].[Na+].Br[CH2:25][C:26]1[O:27][C:28](=[O:32])[O:29][C:30]=1[CH3:31]. The catalyst is CN(C=O)C. The product is [OH:1][C@@H:2]([C@H:4]1[C:10](=[O:11])[N:9]2[C@@H:5]1[CH2:6][C:7]([C:15]1[CH:16]=[CH:17][C:18]([O:21][CH3:22])=[CH:19][CH:20]=1)=[C:8]2[C:12]([O:14][CH2:25][C:26]1[O:27][C:28](=[O:32])[O:29][C:30]=1[CH3:31])=[O:13])[CH3:3]. The yield is 0.600. (5) The reactants are [CH2:1]([CH:8]1[C:14](=[O:15])[C:13](=[N:16]O)[CH:12]2[CH2:18][CH:9]1[CH2:10][CH2:11]2)[C:2]1[CH:7]=[CH:6][CH:5]=[CH:4][N:3]=1.[ClH:19].[H][H]. The catalyst is [Pd].C(O)C. The product is [ClH:19].[NH2:16][CH:13]1[CH:12]2[CH2:18][CH:9]([CH2:10][CH2:11]2)[CH:8]([CH2:1][C:2]2[CH:7]=[CH:6][CH:5]=[CH:4][N:3]=2)[C:14]1=[O:15]. The yield is 0.860. (6) The reactants are [CH3:1][O:2][C:3]([CH:5]1[C:10]([CH3:12])([CH3:11])[S:9][CH2:8][CH2:7][N:6]1[S:13]([C:16]1[CH:21]=[CH:20][C:19]([OH:22])=[CH:18][CH:17]=1)(=[O:15])=[O:14])=[O:4].[C:23]1([C:29]#[C:30][CH2:31]O)[CH:28]=[CH:27][CH:26]=[CH:25][CH:24]=1. No catalyst specified. The product is [CH3:11][C:10]1([CH3:12])[S:9][CH2:8][CH2:7][N:6]([S:13]([C:16]2[CH:17]=[CH:18][C:19]([O:22][CH2:31][C:30]#[C:29][C:23]3[CH:28]=[CH:27][CH:26]=[CH:25][CH:24]=3)=[CH:20][CH:21]=2)(=[O:15])=[O:14])[C@H:5]1[C:3]([O:2][CH3:1])=[O:4]. The yield is 0.550.